This data is from Drug-target binding data from BindingDB using IC50 measurements. The task is: Regression. Given a target protein amino acid sequence and a drug SMILES string, predict the binding affinity score between them. We predict pIC50 (pIC50 = -log10(IC50 in M); higher means more potent). Dataset: bindingdb_ic50. (1) The small molecule is CCCCCCCCCCCCNC(N)=O. The target protein (Q25489) has sequence MYKILSSFVAGVAIGSGLVITYVLYNVPEPPELDLQRWWGIGTRPTEEDKSIRPFSIDFNDTVILDLKERLKNRRPFTKPLEGINSEYGMNTEYLETVLEYWLNEYNFKKRAELLNKFPHYKTRIQGLDLHFIRVKPEIKEGVQVLPLLMMHGWPSSSKEFDKVIPILTTPKHEYNIVFEVVAVDLPGYGFSEGTNKPGLNPVQIGVMMRNLMLRLGFEKFYIQAGDWGSQCATHMATLFPDQVLGLHTNMPLSSRPLSTVKLFIGALFPSLIVDAKYMDRIYPLKNLFSYILRETGYFHIQATKPDTIGVALTDSPAGLAGYLIEKMAICSNRDQLDTPHGGLENLNLDDVLDTVTINWINNCIVTSTRLYAEGFSWPEVLIVHRIPSMVPTAGINFKYEVLYQPDWILRDKFPNLVRSTVLDFGGHFAALHTPQALADDIFASAVQFLKFHDRKRNQKSS. The pIC50 is 4.0. (2) The drug is CC(=O)N1CCN(c2ccc(N3CCN(C(=O)N[C@H]4C5CC6CC4C[C@](O)(C6)C5)c4ccccc43)nc2)CC1. The target protein (P16232) has sequence MKKYLLPVLVLCLGYYYSTNEEFRPEMLQGKKVIVTGASKGIGREMAYHLSKMGAHVVLTARSEEGLQKVVSRCLELGAASAHYIAGTMEDMAFAERFVVEAGKLLGGLDMLILNHITQTTMSLFHDDIHSVRRSMEVNFLSYVVLSTAALPMLKQSNGSIAIISSMAGKMTQPLIASYSASKFALDGFFSTIRKEHLMTKVNVSITLCVLGFIDTETALKETSGIILSQAAPKEECALEIIKGTVLRKDEVYYDKSSWTPLLLGNPGRRIMEFLSLRSYNRDLFVSN. The pIC50 is 7.2. (3) The compound is CN(C)CCC1CCN(c2cc(C(=O)NC[C@H]3CC[C@H](CNC(=O)OC(C)(C)C)CC3)c3ccccc3n2)CC1. The target protein sequence is MVLLLFLTCLVFSCLTISWLKIWGKMTDSKPLSNSKVDASLLSSKEESFSASDQSEEHGDCSCPLTTPDQEELASHGGPVDASQQRNSVPSSHQKPPRNPLSSNDTCSSPELQTNGVAAPGSEVPEANGLPFPARPQTQRTGSPTREDKKQAHIKRQLMTSFILGSLDDNSSDEDPSASSFQTSSRKGSRASLGTLSQEAALNTADPESHTPTMRPSMSGLHLVKRGREHKKLDLHRDFTVASPAEFVTRFGGNRVIETVLIANNGIAAVKCMRSIRRWAYEMFRNERAIRFVVMVTPEDLKANAEYIKMADQYVPVPGGPNNNNYANVELIIDIAKRIPVQAVWAGWGHASENPKLPELLCKHEIAFLGPPSEAMWALGDKISSTIVAQTLQIPTLPWSGSGLTVEWTEDSQHQGKCISVPEDVYEQGCVRDVDEGLQAAEKVGFPLMIKASEGGGGKGIRRAESAEDFPMLFRQVQSEIPGSPIFLMKLAQNARHLEV.... The pIC50 is 6.7. (4) The compound is COC[C@H](C)n1c(-c2cc(C)c(=O)n(C)c2)nc2ccc(N3CCOC[C@@H]3C)cc21. The target protein sequence is NPPPPETSNPNKPKRQTNQLQYLLRVVLKTLWKHQFAWPFQQPVDAVKLNLPDYYKIIKTPMDMGTIKKRLENNYYWNAQECIQDFNTMFTNCYIYNKPGDDIVLMAEALEKLFLQKINELPTEE. The pIC50 is 7.1. (5) The small molecule is Cc1cc(C(=O)c2cccc(Cl)c2Cl)ccc1OC(=O)c1ccccc1. The target protein (P00599) has sequence NLYQFKNMIHCTVPNRPWWHFANYGCYCGRGGKGTPVDDLDRCCQIHDKCYDEAEKISGCWPYIKTYTYESCQGTLTCKDGGKCAASVCDCDRVAANCFARATYNDKNYNIDFNARCQ. The pIC50 is 3.9. (6) The pIC50 is 4.2. The drug is COc1cc(/C=C2/SC(=S)N(Cc3ccccc3)C2=O)cc(OC)c1O. The target protein sequence is MSIQHFRVALIPFFAAFCLPVFAHPETLVKVKDAEDQLGARVGYIELDLNSGKILESFRPEERFPMMSTFKVLLCGAVLSRVDAGQEQLGRRIHYSQNDLVEYSPVTEKHLTDGMTVRELCSAAITMSDNTAANLLLTTIGGPKELTAFLHNMGDHVTRLDRWEPELNEAIPNDERDTTMPAAMATTLRKLLTGELLTLASRQQLIDWMEADKVAGPLLRSALPAGWFIADKSGAGERGSRGIIAALGPDGKPSRIVVIYTDGESGNYG. (7) The compound is Cc1[nH]n(-c2nc3ccccc3[nH]2)c(=O)c1Cc1cccc(Cl)c1. The target protein (Q96Q83) has sequence MEEKRRRARVQGAWAAPVKSQAIAQPATTAKSHLHQKPGQTWKNKEHHLSDREFVFKEPQQVVRRAPEPRVIDREGVYEISLSPTGVSRVCLYPGFVDVKEADWILEQLCQDVPWKQRTGIREDITYQQPRLTAWYGELPYTYSRITMEPNPHWHPVLRTLKNRIEENTGHTFNSLLCNLYRNEKDSVDWHSDDEPSLGRCPIIASLSFGATRTFEMRKKPPPEENGDYTYVERVKIPLDHGTLLIMEGATQADWQHRVPKEYHSREPRVNLTFRTVYPDPRGAPW. The pIC50 is 6.3. (8) The compound is O=C(Nc1nc(-c2cc3cc(Br)ccc3o2)cs1)Nc1ccccc1F. The target protein (P81908) has sequence EEDIIITTKNGKVRGMNLPVLGGTVTAFLGIPYAQPPLGRLRFKKPQSLTKWSNIWNATKYANSCYQNTDQSFPGFLGSEMWNPNTELSEDCLYLNVWIPAPKPKNATVMIWIYGGGFQTGTSSLPVYDGKFLARVERVIVVSMNYRVGALGFLALSENPEAPGNMGLFDQQLALQWVQKNIAAFGGNPRSVTLFGESAGAASVSLHLLSPRSQPLFTRAILQSGSSNAPWAVTSLYEARNRTLTLAKRMGCSRDNETEMIKCLRDKDPQEILLNEVFVVPYDTLLSVNFGPTVDGDFLTDMPDTLLQLGQFKRTQILVGVNKDEGTAFLVYGAPGFSKDNNSIITRKEFQEGLKIFFPRVSEFGRESILFHYMDWLDDQRAENYREALDDVVGDYNIICPALEFTRKFSELGNDAFFYYFEHRSTKLPWPEWMGVMHGYEIEFVFGLPLERRVNYTRAEEILSRSIMKRWANFAKYGNPNGTQNNSTRWPVFKSTEQKY.... The pIC50 is 5.0. (9) The pIC50 is 6.6. The target protein (P23574) has sequence MGSGKVFLFSPSLLWSQTRGVRLIFLLLTLHLGNCIDKADDEDDEDLTMNKTWVLAPKIHEGDITQILNSLLQGYDNKLRPDIGVRPTVIETDVYVNSIGPVDPINMEYTIDIIFAQTWFDSRLKFNSTMKVLMLNSNMVGKIWIPDTFFRNSRKSDAHWITTPNRLLRIWSDGRVLYTLRLTINAECYLQLHNFPMDEHSCPLEFSSYGYPKNEIEYKWKKPSVEVADPKYWRLYQFAFVGLRNSTEISHTISGDYIIMTIFFDLSRRMGYFTIQTYIPCILTVVLSWVSFWINKDAVPARTSLGITTVLTMTTLSTIARKSLPKVSYVTAMDLFVSVCFIFVFAALMEYGTLHYFTSNNKGKTTRDRKLKSKTSVSPGLHAGSTLIPMNNISMPQGEDDYGYQCLEGKDCATFFCCFEDCRTGSWREGRIHIRIAKIDSYSRIFFPTAFALFNLVYWVGYLYL. The small molecule is NC[C@H]1CC(O)=NO1. (10) The drug is Cc1cc(C)cc(C(=O)N2CC[C@H](NCc3ccnc4ccccc34)C[C@H]2Cc2ccccc2)c1. The pIC50 is 5.5. The target protein (P05363) has sequence MGACVVMTDINISSGLDSNATGITAFSMPGWQLALWTAAYLALVLVAVMGNATVIWIILAHQRMRTVTNYFIVNLALADLCMAAFNAAFNFVYASHNIWYFGRAFCYFQNLFPITAMFVSIYSMTAIAADRYMAIVHPFQPRLSAPGTRAVIAGIWLVALALAFPQCFYSTITTDEGATKCVVAWPEDSGGKMLLLYHLIVIALIYFLPLVVMFVAYSVIGLTLWRRSVPGHQAHGANLRHLQAKKKFVKTMVLVVVTFAICWLPYHLYFILGTFQEDIYCHKFIQQVYLALFWLAMSSTMYNPIIYCCLNHRFRSGFRLAFRCCPWVTPTEEDKMELTYTPSLSTRVNRCHTKEIFFMSGDVAPSEAVNGQAESPQAGVSTEP.